From a dataset of Forward reaction prediction with 1.9M reactions from USPTO patents (1976-2016). Predict the product of the given reaction. (1) Given the reactants [Br:1][C:2]1[CH:3]=[CH:4][C:5]2[O:9][C:8]([C:10]([O:12]CC)=[O:11])=[C:7]([C:15]([O:17]CC)=[O:16])[C:6]=2[CH:20]=1.[OH-].[Na+], predict the reaction product. The product is: [Br:1][C:2]1[CH:3]=[CH:4][C:5]2[O:9][C:8]([C:10]([OH:12])=[O:11])=[C:7]([C:15]([OH:17])=[O:16])[C:6]=2[CH:20]=1. (2) Given the reactants [N:1]1[C:10]2[C:5](=[CH:6][CH:7]=[CH:8][CH:9]=2)[CH:4]=[CH:3][C:2]=1[C:11]([OH:13])=O.C(Cl)(=O)C(C)(C)C.[NH2:21][C@H:22]([C:27]([OH:29])=[O:28])[CH2:23][C:24](=[O:26])[NH2:25], predict the reaction product. The product is: [N:1]1[C:10]2[C:5](=[CH:6][CH:7]=[CH:8][CH:9]=2)[CH:4]=[CH:3][C:2]=1[C:11]([NH:21][C@H:22]([C:27]([OH:29])=[O:28])[CH2:23][C:24](=[O:26])[NH2:25])=[O:13]. (3) Given the reactants C([N:3]([CH2:6]C)CC)C.C1C=CC(P(N=[N+]=[N-])(C2C=CC=CC=2)=[O:15])=CC=1.[C:25]([OH:29])([CH3:28])([CH3:27])[CH3:26].[C:30]([C:32]1[CH:33]=[C:34]([CH:38]=[CH:39][N:40]=1)C(O)=O)#[N:31], predict the reaction product. The product is: [C:25]([O:29][C:6](=[O:15])[NH:3][C:34]1[CH:38]=[CH:39][N:40]=[C:32]([C:30]#[N:31])[CH:33]=1)([CH3:28])([CH3:27])[CH3:26]. (4) Given the reactants [Cl:1][C:2]1[C:17]([N:18](S(CCC)(=O)=O)[S:19]([CH2:22][CH2:23][CH3:24])(=[O:21])=[O:20])=[CH:16][CH:15]=[C:14]([F:31])[C:3]=1[C:4]([O:6][CH2:7][C:8]1[CH:13]=[CH:12][CH:11]=[CH:10][CH:9]=1)=[O:5].Cl.C(=O)(O)[O-].[Na+], predict the reaction product. The product is: [Cl:1][C:2]1[C:17]([NH:18][S:19]([CH2:22][CH2:23][CH3:24])(=[O:20])=[O:21])=[CH:16][CH:15]=[C:14]([F:31])[C:3]=1[C:4]([O:6][CH2:7][C:8]1[CH:9]=[CH:10][CH:11]=[CH:12][CH:13]=1)=[O:5]. (5) Given the reactants [CH2:1]1[N:6]2[C:7]3[CH:16]=[CH:15][CH:14]=[CH:13][C:8]=3[NH:9][C:10](=[O:12])[CH2:11][CH:5]2[CH2:4][NH:3][CH2:2]1.C(=O)([O-])[O-].[K+].[K+].Br[CH2:24][CH3:25], predict the reaction product. The product is: [CH2:24]([N:3]1[CH2:2][CH2:1][N:6]2[C:7]3[CH:16]=[CH:15][CH:14]=[CH:13][C:8]=3[NH:9][C:10](=[O:12])[CH2:11][CH:5]2[CH2:4]1)[CH3:25]. (6) Given the reactants Br[C:2]1[CH:3]=[N:4][C:5]([O:8][C@@H:9]2[CH:14]3[CH2:15][CH2:16][N:11]([CH2:12][CH2:13]3)[CH2:10]2)=[N:6][CH:7]=1.CC1(C)C(C)(C)OB([C:25]2[CH:33]=[CH:32][CH:31]=[C:30]3[C:26]=2[CH:27]=[CH:28][NH:29]3)O1, predict the reaction product. The product is: [N:11]12[CH2:16][CH2:15][CH:14]([CH2:13][CH2:12]1)[C@@H:9]([O:8][C:5]1[N:4]=[CH:3][C:2]([C:25]3[CH:33]=[CH:32][CH:31]=[C:30]4[C:26]=3[CH:27]=[CH:28][NH:29]4)=[CH:7][N:6]=1)[CH2:10]2. (7) The product is: [F:23][C:17]1[CH:18]=[C:19]([CH3:22])[CH:20]=[CH:21][C:16]=1[C:7]1[CH:8]=[C:9]([C:11]2[S:15][CH:14]=[N:13][CH:12]=2)[CH:10]=[C:5]([C:3]([OH:4])=[O:2])[CH:6]=1. Given the reactants C[O:2][C:3]([C:5]1[CH:6]=[C:7]([C:16]2[CH:21]=[CH:20][C:19]([CH3:22])=[CH:18][C:17]=2[F:23])[CH:8]=[C:9]([C:11]2[S:15][CH:14]=[N:13][CH:12]=2)[CH:10]=1)=[O:4].O[Li].O, predict the reaction product.